Regression/Classification. Given a drug SMILES string, predict its absorption, distribution, metabolism, or excretion properties. Task type varies by dataset: regression for continuous measurements (e.g., permeability, clearance, half-life) or binary classification for categorical outcomes (e.g., BBB penetration, CYP inhibition). For this dataset (solubility_aqsoldb), we predict Y. From a dataset of Aqueous solubility values for 9,982 compounds from the AqSolDB database. (1) The compound is C[C@H](CCC(=O)O)[C@H]1CC[C@H]2[C@H]3[C@H](C[C@H](O)[C@@]21C)[C@@]1(C)CC[C@@H](O)C[C@H]1C[C@H]3O. The Y is -3.37 log mol/L. (2) The molecule is CCCCCCCCCCCCCCCCCOS(=O)(=O)[O-].[Na+]. The Y is -2.37 log mol/L. (3) The molecule is O=C(Oc1ccccc1)c1ccccc1. The Y is -2.85 log mol/L. (4) The compound is O=c1c2ccccc2nc2n1CC[C@@H]2O. The Y is -2.11 log mol/L.